Dataset: Full USPTO retrosynthesis dataset with 1.9M reactions from patents (1976-2016). Task: Predict the reactants needed to synthesize the given product. (1) Given the product [NH:8]1[C:12]2[CH:13]=[CH:14][C:15]([O:17][C:60]3[CH:67]=[CH:66][C:63]([CH:64]=[O:65])=[CH:62][C:61]=3[O:68][CH3:69])=[CH:16][C:11]=2[N:10]=[CH:9]1, predict the reactants needed to synthesize it. The reactants are: C1(C(C2C=CC=CC=2)(C2C=CC=CC=2)[N:8]2[C:12]3[CH:13]=[CH:14][C:15]([OH:17])=[CH:16][C:11]=3[N:10]=[CH:9]2)C=CC=CC=1.C1(C(C2C=CC=CC=2)(C2C=CC=CC=2)N2C3C=C(O)C=CC=3N=C2)C=CC=CC=1.F[C:60]1[CH:67]=[CH:66][C:63]([CH:64]=[O:65])=[CH:62][C:61]=1[O:68][CH3:69].C(=O)([O-])[O-].[Cs+].[Cs+]. (2) Given the product [OH:11][CH:10]([CH2:9][CH:6]1[CH2:7][CH2:8][N:3]([O:2][CH3:1])[CH2:4][CH2:5]1)[C:17]#[N:18], predict the reactants needed to synthesize it. The reactants are: [CH3:1][O:2][N:3]1[CH2:8][CH2:7][CH:6]([CH2:9][CH:10]=[O:11])[CH2:5][CH2:4]1.OS([O-])=O.[Na+].[C-:17]#[N:18].[K+]. (3) Given the product [CH2:27]([C:10]1[C:9]([CH3:11])=[CH:8][C:7]([CH3:12])=[CH:6][C:5]=1[OH:4])[CH:22]=[CH2:23], predict the reactants needed to synthesize it. The reactants are: C([O:4][C:5]1[CH:10]=[C:9]([CH3:11])[CH:8]=[C:7]([CH3:12])[CH:6]=1)C=C.C(OCC)(=O)C.C(N(CC)[C:22]1[CH:27]=CC=C[CH:23]=1)C. (4) Given the product [CH2:50]([NH:1][C:2]1[N:7]=[N:6][C:5]([C:8]2[CH:9]=[C:10]3[C:14](=[CH:15][CH:16]=2)[N:13]([CH2:17][C:18]2[CH:23]=[CH:22][C:21]([O:24][CH3:25])=[CH:20][CH:19]=2)[N:12]=[C:11]3[CH3:26])=[N:4][C:3]=1[N:27]1[CH2:32][CH2:31][N:30]([C:33]([O:35][C:36]([CH3:39])([CH3:38])[CH3:37])=[O:34])[CH2:29][CH2:28]1)[C:51]1[CH:56]=[CH:55][CH:54]=[CH:53][CH:52]=1, predict the reactants needed to synthesize it. The reactants are: [NH2:1][C:2]1[N:7]=[N:6][C:5]([C:8]2[CH:9]=[C:10]3[C:14](=[CH:15][CH:16]=2)[N:13]([CH2:17][C:18]2[CH:23]=[CH:22][C:21]([O:24][CH3:25])=[CH:20][CH:19]=2)[N:12]=[C:11]3[CH3:26])=[N:4][C:3]=1[N:27]1[CH2:32][CH2:31][N:30]([C:33]([O:35][C:36]([CH3:39])([CH3:38])[CH3:37])=[O:34])[CH2:29][CH2:28]1.C[Si]([N-][Si](C)(C)C)(C)C.[Li+].[CH2:50](Br)[C:51]1[CH:56]=[CH:55][CH:54]=[CH:53][CH:52]=1.ClCCl. (5) Given the product [N:5]1[CH:6]=[CH:7][C:2]([NH:1][C:9](=[O:10])[O:11][C:12]2[CH:13]=[CH:14][C:15]([N+:18]([O-:20])=[O:19])=[CH:16][CH:17]=2)=[CH:3][CH:4]=1, predict the reactants needed to synthesize it. The reactants are: [NH2:1][C:2]1[CH:7]=[CH:6][N:5]=[CH:4][CH:3]=1.Cl[C:9]([O:11][C:12]1[CH:17]=[CH:16][C:15]([N+:18]([O-:20])=[O:19])=[CH:14][CH:13]=1)=[O:10].N1C=CC=CC=1.